This data is from Catalyst prediction with 721,799 reactions and 888 catalyst types from USPTO. The task is: Predict which catalyst facilitates the given reaction. (1) Reactant: [O:1]=[C:2]1[N:6]([CH2:7][CH2:8][CH2:9][O:10][C:11]2[CH:23]=[CH:22][C:14]3[C:15]([C:18]([F:21])([F:20])[F:19])=[N:16][O:17][C:13]=3[C:12]=2[CH2:24][CH2:25][CH3:26])[CH2:5][CH2:4][N:3]1[CH:27]([CH3:32])[C:28]([O:30]C)=[O:29].[OH-].[Na+].Cl. Product: [O:1]=[C:2]1[N:6]([CH2:7][CH2:8][CH2:9][O:10][C:11]2[CH:23]=[CH:22][C:14]3[C:15]([C:18]([F:21])([F:20])[F:19])=[N:16][O:17][C:13]=3[C:12]=2[CH2:24][CH2:25][CH3:26])[CH2:5][CH2:4][N:3]1[CH:27]([CH3:32])[C:28]([OH:30])=[O:29]. The catalyst class is: 5. (2) Reactant: Cl[C:2]1[C:6]2[C:7]([Cl:11])=[CH:8][CH:9]=[CH:10][C:5]=2[S:4](=[O:13])(=[O:12])[N:3]=1.[CH3:14][NH:15][CH2:16][CH:17]([CH3:19])[CH3:18]. Product: [Cl:11][C:7]1[C:6]2[C:2]([N:15]([CH2:16][CH:17]([CH3:19])[CH3:18])[CH3:14])=[N:3][S:4](=[O:13])(=[O:12])[C:5]=2[CH:10]=[CH:9][CH:8]=1. The catalyst class is: 217.